Dataset: Reaction yield outcomes from USPTO patents with 853,638 reactions. Task: Predict the reaction yield, written as a fraction of the theoretical maximum amount of product (1.0 means a 100% yield; for example, 0.34 means a 34% yield). (1) The reactants are Cl[C:2]1[CH:7]=[C:6]([CH3:8])[NH:5][C:4](=[O:9])[C:3]=1[C:10]#[N:11].[CH2:12]([NH2:14])[CH3:13].Cl. The catalyst is CO. The product is [CH2:12]([NH:14][C:2]1[CH:7]=[C:6]([CH3:8])[NH:5][C:4](=[O:9])[C:3]=1[C:10]#[N:11])[CH3:13]. The yield is 0.622. (2) The reactants are [CH:1]1([N:7]([CH:18]2[CH2:23][CH2:22][CH2:21][CH2:20][CH2:19]2)[C:8]([NH:10][C:11]2[S:12][C:13]([CH:16]=O)=[CH:14][N:15]=2)=[O:9])[CH2:6][CH2:5][CH2:4][CH2:3][CH2:2]1.C(O)(=O)C.[CH3:28][O:29][C:30](=[O:39])[C:31]1[CH:36]=[CH:35][C:34]([CH2:37][NH2:38])=[CH:33][CH:32]=1.C(O[BH-](OC(=O)C)OC(=O)C)(=O)C.[Na+]. No catalyst specified. The product is [CH3:28][O:29][C:30](=[O:39])[C:31]1[CH:36]=[CH:35][C:34]([CH2:37][NH:38][CH2:16][C:13]2[S:12][C:11]([NH:10][C:8]([N:7]([CH:18]3[CH2:23][CH2:22][CH2:21][CH2:20][CH2:19]3)[CH:1]3[CH2:6][CH2:5][CH2:4][CH2:3][CH2:2]3)=[O:9])=[N:15][CH:14]=2)=[CH:33][CH:32]=1. The yield is 0.360. (3) The reactants are [CH3:1][C@@H:2]1[NH:7][CH2:6][CH2:5][N:4]([C:8](=[O:18])[CH2:9][NH:10][C:11](=[O:17])[O:12][C:13]([CH3:16])([CH3:15])[CH3:14])[CH2:3]1.C(Cl)CCl.C1C=C2C(N(O)N=NC2=CC=1)=O.[S:35]1[C:39]2[CH:40]=[CH:41][CH:42]=[CH:43][C:38]=2[CH:37]=[C:36]1[C:44]([NH:46][C@H:47]([C:52](O)=[O:53])[CH2:48][CH:49]([CH3:51])[CH3:50])=[O:45].CN1CCOCC1.C([O-])(O)=O.[Na+].Cl. The catalyst is C(Cl)Cl.[Cl-].[Na+].O. The product is [S:35]1[C:39]2[CH:40]=[CH:41][CH:42]=[CH:43][C:38]=2[CH:37]=[C:36]1[C:44]([NH:46][C@@H:47]([CH2:48][CH:49]([CH3:51])[CH3:50])[C:52]([N:7]1[CH2:6][CH2:5][N:4]([C:8](=[O:18])[CH2:9][NH:10][C:11](=[O:17])[O:12][C:13]([CH3:14])([CH3:16])[CH3:15])[CH2:3][C@@H:2]1[CH3:1])=[O:53])=[O:45]. The yield is 0.550. (4) The reactants are N1CCC[C@H:4]([NH:8][C:9]([N:11]2[CH2:17][CH2:16][C@@H:15]3[C@H:12]2[C:13](=[O:22])[N:14]3[S:18]([OH:21])(=[O:20])=[O:19])=[O:10])[CH2:3]C1.I[CH3:24].[CH2:25]([N:27]([CH2:30][CH3:31])[CH2:28][CH3:29])C. The catalyst is CN(C)C1C=CN=CC=1.CN(C)C=O. The product is [CH3:25][N+:27]1([CH3:24])[CH2:30][CH2:31][CH2:3][C@H:4]([NH:8][C:9]([N:11]2[CH2:17][CH2:16][C@@H:15]3[C@H:12]2[C:13](=[O:22])[N:14]3[S:18]([O-:21])(=[O:20])=[O:19])=[O:10])[CH2:29][CH2:28]1. The yield is 0.290. (5) The reactants are [F:1][C:2]1[CH:3]=[C:4]([C:21]2[CH:22]=[N:23][N:24]3[CH:29]=[CH:28][C:27]([N:30]4[C@@H:34]([CH:35]([CH3:37])[CH3:36])[CH2:33][O:32][C:31]4=[O:38])=[N:26][C:25]=23)[CH:5]=[CH:6][C:7]=1[C:8]1[N:12]=[CH:11][N:10](COCC[Si](C)(C)C)[N:9]=1.FC1C=C(C2C=NN3C=CC(N4[C@@H](C(C)C)COC4=O)=NC=23)C=CC=1C1N(COCC[Si](C)(C)C)N=CN=1.FC(F)(F)C(O)=O.N. The catalyst is ClCCl.C(#N)C. The product is [F:1][C:2]1[CH:3]=[C:4]([C:21]2[CH:22]=[N:23][N:24]3[CH:29]=[CH:28][C:27]([N:30]4[C@@H:34]([CH:35]([CH3:36])[CH3:37])[CH2:33][O:32][C:31]4=[O:38])=[N:26][C:25]=23)[CH:5]=[CH:6][C:7]=1[C:8]1[N:12]=[CH:11][NH:10][N:9]=1. The yield is 0.310. (6) The reactants are [CH3:1][C:2]([CH3:18])([CH3:17])[CH2:3][C@@H:4]1[NH:9][CH2:8][C@H:7]([C:10]2[CH:15]=[CH:14][CH:13]=[CH:12][CH:11]=2)[NH:6][C:5]1=[O:16].[F:19][C:20]1[CH:25]=[CH:24][C:23]([C:26]2[O:30][N:29]=[C:28]([C:31](O)=[O:32])[CH:27]=2)=[CH:22][CH:21]=1.C([C@@H]1N(C([C@@H]2C[C@H]2C2C=CC=CC=2)=O)C[C@H](CC(C)C)NC1=O)C(C)C. No catalyst specified. The product is [F:19][C:20]1[CH:21]=[CH:22][C:23]([C:26]2[O:30][N:29]=[C:28]([C:31]([N:9]3[CH2:8][C@H:7]([C:10]4[CH:15]=[CH:14][CH:13]=[CH:12][CH:11]=4)[NH:6][C:5](=[O:16])[C@@H:4]3[CH2:3][C:2]([CH3:18])([CH3:17])[CH3:1])=[O:32])[CH:27]=2)=[CH:24][CH:25]=1. The yield is 0.780.